The task is: Binary Classification. Given a drug SMILES string, predict its activity (active/inactive) in a high-throughput screening assay against a specified biological target.. This data is from Tyrosyl-DNA phosphodiesterase HTS with 341,365 compounds. (1) The molecule is Clc1cc2c(n(S(=O)(=O)c3ccc(cc3)C)c3sc(nc23)C)cc1. The result is 0 (inactive). (2) The compound is O(C(C)(C)C)C(=O)C(NC(=O)CNC(=O)C(NC(OCc1ccccc1)=O)C)Cc1ccc(OC(C)(C)C)cc1. The result is 0 (inactive). (3) The drug is Clc1cc(NC(=O)COC(=O)CCc2nc3c(n(CCCC)c2=O)cccc3)ccc1F. The result is 0 (inactive). (4) The molecule is o1c(CN2CCN(CC2)c2ccccc2)cc(=O)c(OCC(=O)Nc2ccc(CC)cc2)c1. The result is 0 (inactive).